This data is from Peptide-MHC class I binding affinity with 185,985 pairs from IEDB/IMGT. The task is: Regression. Given a peptide amino acid sequence and an MHC pseudo amino acid sequence, predict their binding affinity value. This is MHC class I binding data. (1) The peptide sequence is YSYIFLSSY. The MHC is SLA-20401 with pseudo-sequence SLA-20401. The binding affinity (normalized) is 0.0847. (2) The peptide sequence is AMDTHLYFE. The MHC is HLA-B57:01 with pseudo-sequence HLA-B57:01. The binding affinity (normalized) is 0.0847. (3) The peptide sequence is ILEDQNCKL. The MHC is HLA-A68:02 with pseudo-sequence HLA-A68:02. The binding affinity (normalized) is 0. (4) The MHC is HLA-A30:02 with pseudo-sequence HLA-A30:02. The binding affinity (normalized) is 0.340. The peptide sequence is RRARSLSAERY. (5) The peptide sequence is ELKDLLNVTY. The MHC is HLA-A68:01 with pseudo-sequence HLA-A68:01. The binding affinity (normalized) is 0.139. (6) The peptide sequence is YFENSDLNL. The MHC is HLA-A11:01 with pseudo-sequence HLA-A11:01. The binding affinity (normalized) is 0.0847.